This data is from Full USPTO retrosynthesis dataset with 1.9M reactions from patents (1976-2016). The task is: Predict the reactants needed to synthesize the given product. (1) Given the product [C:43]([O:42][C:40]([N:39]1[CH2:48][C@H:47]([O:28][C:27](=[O:29])[C:26]2[CH:25]=[CH:24][C:23]([N+:20]([O-:22])=[O:21])=[CH:31][CH:30]=2)[C@H:46]([CH3:52])[CH2:51]1)=[O:41])([CH3:44])([CH3:45])[CH3:1], predict the reactants needed to synthesize it. The reactants are: [C:1]1(P(C2C=CC=CC=2)C2C=CC=CC=2)C=CC=CC=1.[N+:20]([C:23]1[CH:31]=[CH:30][C:26]([C:27]([OH:29])=[O:28])=[CH:25][CH:24]=1)([O-:22])=[O:21].[CH3:44][CH:43]([O:42][C:40](/[N:39]=[N:39]/[C:40]([O:42][CH:43]([CH3:45])[CH3:44])=[O:41])=[O:41])[CH3:45].[C:46]1([CH3:52])[CH:51]=CC=[CH:48][CH:47]=1. (2) Given the product [CH2:41]1[C:40]2[C:35](=[CH:36][CH:37]=[CH:38][CH:39]=2)[CH2:34][CH:33]1[C@H:9]1[NH:8][C:6](=[O:7])[C@@H:13]([CH2:14][CH:15]([CH3:17])[CH3:16])[N:12]([C@H:22]([C:26]2[CH:27]=[CH:28][C:29]([F:32])=[CH:30][CH:31]=2)[C:23]([NH:55][CH2:54][C:53]([F:57])([F:56])[F:52])=[O:24])[C:10]1=[O:11], predict the reactants needed to synthesize it. The reactants are: C(O[C:6]([NH:8][C@H:9]([CH:33]1[CH2:41][C:40]2[C:35](=[CH:36][CH:37]=[CH:38][CH:39]=2)[CH2:34]1)[C:10]([N:12]([C@H:22]([C:26]1[CH:31]=[CH:30][C:29]([F:32])=[CH:28][CH:27]=1)[C:23](O)=[O:24])[C@@H:13](C(OC)=O)[CH2:14][CH:15]([CH3:17])[CH3:16])=[O:11])=[O:7])(C)(C)C.C(N(C(C)C)CC)(C)C.[P].[F:52][C:53]([F:57])([F:56])[CH2:54][NH2:55]. (3) The reactants are: ClC1C(C(O)=O)=CN=C2N(CC)N=CC=12.C([NH:23][C:24]([C:26]1[C:27]([Cl:37])=[C:28]2[CH:34]=[N:33][N:32]([CH2:35][CH3:36])[C:29]2=[N:30][CH:31]=1)=[O:25])C1C=CC=CC=1.N. Given the product [Cl:37][C:27]1[C:26]([C:24]([NH2:23])=[O:25])=[CH:31][N:30]=[C:29]2[N:32]([CH2:35][CH3:36])[N:33]=[CH:34][C:28]=12, predict the reactants needed to synthesize it. (4) Given the product [CH2:27]([NH:31][C:32]([NH:1][C:2]1[CH:3]=[CH:4][C:5]([CH3:26])=[C:6]([C:8](=[O:9])[C:10]2[CH:15]=[CH:14][C:13]([NH:16][C:17]3[CH:22]=[CH:21][C:20]([F:23])=[CH:19][C:18]=3[F:24])=[CH:12][C:11]=2[Cl:25])[CH:7]=1)=[O:33])[CH2:28][CH2:29][CH3:30], predict the reactants needed to synthesize it. The reactants are: [NH2:1][C:2]1[CH:3]=[CH:4][C:5]([CH3:26])=[C:6]([C:8]([C:10]2[CH:15]=[CH:14][C:13]([NH:16][C:17]3[CH:22]=[CH:21][C:20]([F:23])=[CH:19][C:18]=3[F:24])=[CH:12][C:11]=2[Cl:25])=[O:9])[CH:7]=1.[CH2:27]([N:31]=[C:32]=[O:33])[CH2:28][CH2:29][CH3:30]. (5) Given the product [Cl:31][C:32]1[CH:33]=[CH:34][C:35]([CH2:41][NH:1][C:2]2[CH:7]=[CH:6][CH:5]=[C:4]([C:8]3[C:20]4[C:19]5[CH:18]=[CH:17][C:16]([O:21][CH2:22][CH2:23][O:24][CH3:25])=[CH:15][C:14]=5[NH:13][C:12]=4[C:11]([C:26]([O:28][CH3:29])=[O:27])=[N:10][N:9]=3)[C:3]=2[CH3:30])=[C:36]([CH:40]=1)[C:37]([OH:39])=[O:38], predict the reactants needed to synthesize it. The reactants are: [NH2:1][C:2]1[C:3]([CH3:30])=[C:4]([C:8]2[C:20]3[C:19]4[CH:18]=[CH:17][C:16]([O:21][CH2:22][CH2:23][O:24][CH3:25])=[CH:15][C:14]=4[NH:13][C:12]=3[C:11]([C:26]([O:28][CH3:29])=[O:27])=[N:10][N:9]=2)[CH:5]=[CH:6][CH:7]=1.[Cl:31][C:32]1[CH:33]=[CH:34][C:35]([CH:41]=O)=[C:36]([CH:40]=1)[C:37]([OH:39])=[O:38].C(O)(=O)C.C(O[BH-](OC(=O)C)OC(=O)C)(=O)C.[Na+]. (6) Given the product [F:1][C:2]1[CH:3]=[CH:4][CH:5]=[C:6]2[C:10]=1[N:9]([CH2:16][CH:17]([CH3:19])[CH3:18])[C:8](=[O:11])[C:7]2=[O:12], predict the reactants needed to synthesize it. The reactants are: [F:1][C:2]1[CH:3]=[CH:4][CH:5]=[C:6]2[C:10]=1[NH:9][C:8](=[O:11])[C:7]2=[O:12].[H-].[Na+].Br[CH2:16][CH:17]([CH3:19])[CH3:18]. (7) Given the product [CH:11]1([N:8]2[C:9]3[CH:10]=[C:2]([C:32]4[CH:33]=[CH:34][CH:35]=[C:30]([CH2:39][OH:40])[CH:31]=4)[CH:3]=[C:4]([C:16]([NH:18][CH2:19][C:20]4[C:21](=[O:28])[NH:22][C:23]([CH3:27])=[CH:24][C:25]=4[CH3:26])=[O:17])[C:5]=3[CH:6]=[N:7]2)[CH2:15][CH2:14][CH2:13][CH2:12]1, predict the reactants needed to synthesize it. The reactants are: Br[C:2]1[CH:3]=[C:4]([C:16]([NH:18][CH2:19][C:20]2[C:21](=[O:28])[NH:22][C:23]([CH3:27])=[CH:24][C:25]=2[CH3:26])=[O:17])[C:5]2[CH:6]=[N:7][N:8]([CH:11]3[CH2:15][CH2:14][CH2:13][CH2:12]3)[C:9]=2[CH:10]=1.O[C:30]1[CH:31]=[C:32](B(O)O)[CH:33]=[CH:34][CH:35]=1.[C:39]([O-])([O-])=[O:40].[Na+].[Na+].C(Cl)Cl. (8) The reactants are: [Si]([O:8][CH2:9][C:10]1[N:15]=[C:14]([N:16]([CH3:24])[C:17]2[CH:22]=[CH:21][N:20]=[C:19](Cl)[N:18]=2)[C:13]([CH3:25])=[CH:12][CH:11]=1)(C(C)(C)C)(C)C.[N:26]1([C:32]2[CH:33]=[C:34]([CH:36]=[C:37]([N:39]3[CH2:44][CH2:43][O:42][CH2:41][CH2:40]3)[CH:38]=2)[NH2:35])[CH2:31][CH2:30][O:29][CH2:28][CH2:27]1.Cl.O1CCOCC1. Given the product [O:42]1[CH2:43][CH2:44][N:39]([C:37]2[CH:36]=[C:34]([NH:35][C:19]3[N:18]=[C:17]([N:16]([CH3:24])[C:14]4[N:15]=[C:10]([CH2:9][OH:8])[CH:11]=[CH:12][C:13]=4[CH3:25])[CH:22]=[CH:21][N:20]=3)[CH:33]=[C:32]([N:26]3[CH2:27][CH2:28][O:29][CH2:30][CH2:31]3)[CH:38]=2)[CH2:40][CH2:41]1, predict the reactants needed to synthesize it. (9) The reactants are: [CH3:1][C:2]1[CH:8]=[C:7]([S:9]C#N)[CH:6]=[C:5]([O:12][C:13]2[CH:18]=[CH:17][C:16]([S:19]([CH3:22])(=[O:21])=[O:20])=[CH:15][CH:14]=2)[C:3]=1[NH2:4].I[CH:24]([CH3:26])[CH3:25].[OH-].[Na+].[BH4-].[Na+]. Given the product [CH:24]([S:9][C:7]1[CH:6]=[C:5]([O:12][C:13]2[CH:14]=[CH:15][C:16]([S:19]([CH3:22])(=[O:21])=[O:20])=[CH:17][CH:18]=2)[C:3]([NH2:4])=[C:2]([CH3:1])[CH:8]=1)([CH3:26])[CH3:25], predict the reactants needed to synthesize it. (10) Given the product [Cl:1][C:2]1[CH:3]=[C:4]([NH:8][C:9]2[CH:17]=[C:16]([CH:18]([CH3:20])[CH3:19])[C:12]([C:13]([NH:35][CH2:34][C:33]3[CH:36]=[CH:37][C:30]([F:29])=[CH:31][CH:32]=3)=[O:15])=[CH:11][N:10]=2)[CH:5]=[CH:6][CH:7]=1, predict the reactants needed to synthesize it. The reactants are: [Cl:1][C:2]1[CH:3]=[C:4]([NH:8][C:9]2[CH:17]=[C:16]([CH:18]([CH3:20])[CH3:19])[C:12]([C:13]([OH:15])=O)=[CH:11][N:10]=2)[CH:5]=[CH:6][CH:7]=1.C(N1CCOCC1)C.[F:29][C:30]1[CH:37]=[CH:36][C:33]([CH2:34][NH2:35])=[CH:32][CH:31]=1.O.ON1C2C=CC=CC=2N=N1.Cl.CN(C)CCCN=C=NCC.